Dataset: Full USPTO retrosynthesis dataset with 1.9M reactions from patents (1976-2016). Task: Predict the reactants needed to synthesize the given product. (1) Given the product [O:25]=[C:20]1[CH:21]=[CH:22][CH:23]=[CH:24][N:19]1[CH2:18][C:15]1[CH:14]=[CH:13][C:12]([CH2:11][N:9]2[CH:10]=[C:6]([C:4]([OH:5])=[O:3])[CH:7]=[N:8]2)=[CH:17][CH:16]=1, predict the reactants needed to synthesize it. The reactants are: C([O:3][C:4]([C:6]1[CH:7]=[N:8][N:9]([CH2:11][C:12]2[CH:17]=[CH:16][C:15]([CH2:18][N:19]3[CH:24]=[CH:23][CH:22]=[CH:21][C:20]3=[O:25])=[CH:14][CH:13]=2)[CH:10]=1)=[O:5])C.O. (2) Given the product [Br:3][CH:4]1[CH2:16][CH2:17][N:7]([CH2:8][C:9]2[CH:14]=[CH:13][C:12]([F:15])=[CH:11][CH:10]=2)[C:5]1=[O:6], predict the reactants needed to synthesize it. The reactants are: [H-].[Na+].[Br:3][CH:4]([CH2:16][CH2:17]Br)[C:5]([NH:7][CH2:8][C:9]1[CH:14]=[CH:13][C:12]([F:15])=[CH:11][CH:10]=1)=[O:6]. (3) Given the product [I:1][C:2]1[CH:3]=[C:4]2[C:9](=[CH:10][CH:11]=1)[N:8]([C@@H:12]1[CH2:16][CH2:15][N:14]([CH3:25])[CH2:13]1)[CH:7]=[C:6]([C:17]([O:19][CH2:20][CH3:21])=[O:18])[C:5]2=[O:22], predict the reactants needed to synthesize it. The reactants are: [I:1][C:2]1[CH:3]=[C:4]2[C:9](=[CH:10][CH:11]=1)[N:8]([C@@H:12]1[CH2:16][CH2:15][NH:14][CH2:13]1)[CH:7]=[C:6]([C:17]([O:19][CH2:20][CH3:21])=[O:18])[C:5]2=[O:22].IC.[C:25](=O)([O-])[O-].[K+].[K+].